This data is from Forward reaction prediction with 1.9M reactions from USPTO patents (1976-2016). The task is: Predict the product of the given reaction. (1) Given the reactants [CH3:1][O:2][C:3]1[C:8]([O:9][CH3:10])=[CH:7][CH:6]=[CH:5][C:4]=1[C:11]1[CH:18]=[CH:17][C:14]([C:15]#[N:16])=[C:13](F)[CH:12]=1.[OH:20][CH:21]1[CH2:26][CH2:25][CH:24]([NH2:27])[CH2:23][CH2:22]1.C(N(CC)C(C)C)(C)C, predict the reaction product. The product is: [CH3:1][O:2][C:3]1[C:8]([O:9][CH3:10])=[CH:7][CH:6]=[CH:5][C:4]=1[C:11]1[CH:18]=[CH:17][C:14]([C:15]#[N:16])=[C:13]([NH:27][CH:24]2[CH2:25][CH2:26][CH:21]([OH:20])[CH2:22][CH2:23]2)[CH:12]=1. (2) Given the reactants [N+:1]([C:4]1[CH:5]=[CH:6][C:7](OS(C(F)(F)F)(=O)=O)=[C:8]([CH:13]=1)[C:9]([O:11][CH3:12])=[O:10])([O-:3])=[O:2].[Cl-].[Li+].C(=O)([O-])[O-].[Na+].[Na+].[C:30]1([CH3:39])[CH:35]=[CH:34][C:33](B(O)O)=[CH:32][CH:31]=1, predict the reaction product. The product is: [CH3:39][C:30]1[CH:35]=[CH:34][C:33]([C:7]2[C:8]([C:9]([O:11][CH3:12])=[O:10])=[CH:13][C:4]([N+:1]([O-:3])=[O:2])=[CH:5][CH:6]=2)=[CH:32][CH:31]=1. (3) Given the reactants [CH2:1]([O:8][CH2:9][N:10]1[C:18]2[C:17]([O:19][CH3:20])=[N:16][CH:15]=[N:14][C:13]=2[C:12]([C@H:21]2[C@H:25]([OH:26])[C@H:24]([OH:27])[C@@H:23]([CH2:28][OH:29])[N:22]2[C:30]([O:32][C:33]([CH3:36])([CH3:35])[CH3:34])=[O:31])=[CH:11]1)[C:2]1[CH:7]=[CH:6][CH:5]=[CH:4][CH:3]=1.N1C=CN=C1.Cl[Si:43]([CH:56]([CH3:58])[CH3:57])([CH:53]([CH3:55])[CH3:54])[O:44][Si:45](Cl)([CH:49]([CH3:51])[CH3:50])[CH:46]([CH3:48])[CH3:47], predict the reaction product. The product is: [CH2:1]([O:8][CH2:9][N:10]1[C:18]2[C:17]([O:19][CH3:20])=[N:16][CH:15]=[N:14][C:13]=2[C:12]([C@@H:21]2[N:22]([C:30]([O:32][C:33]([CH3:36])([CH3:35])[CH3:34])=[O:31])[C@@H:23]3[CH2:28][O:29][Si:43]([CH:53]([CH3:55])[CH3:54])([CH:56]([CH3:58])[CH3:57])[O:44][Si:45]([CH:49]([CH3:51])[CH3:50])([CH:46]([CH3:47])[CH3:48])[O:27][C@H:24]3[C@H:25]2[OH:26])=[CH:11]1)[C:2]1[CH:7]=[CH:6][CH:5]=[CH:4][CH:3]=1. (4) Given the reactants [Cl:1][C:2]1[N:7]=[C:6]([NH:8][C:9]2[C:14]([CH3:15])=[CH:13][CH:12]=[CH:11][C:10]=2[CH2:16][OH:17])[CH:5]=[CH:4][N:3]=1.[C:18](=O)([O-])[O-].[Cs+].[Cs+].CI, predict the reaction product. The product is: [Cl:1][C:2]1[N:7]=[C:6]([N:8]([CH3:18])[C:9]2[C:14]([CH3:15])=[CH:13][CH:12]=[CH:11][C:10]=2[CH2:16][OH:17])[CH:5]=[CH:4][N:3]=1.